From a dataset of Forward reaction prediction with 1.9M reactions from USPTO patents (1976-2016). Predict the product of the given reaction. (1) Given the reactants [F:1][C:2]1[CH:7]=[CH:6][C:5]([C:8]2[S:12][C:11]([C:13]([OH:15])=[O:14])=[C:10]([C:16]3[N:20](C)[N:19]=[N:18][N:17]=3)[CH:9]=2)=[CH:4][CH:3]=1.COC(C1SC(C2C=CC(F)=CC=2)=CC=1C1N(C)N=NN=1)=O.[OH-].[Li+], predict the reaction product. The product is: [F:1][C:2]1[CH:3]=[CH:4][C:5]([C:8]2[S:12][C:11]([C:13]([OH:15])=[O:14])=[C:10]([C:16]3[NH:20][N:19]=[N:18][N:17]=3)[CH:9]=2)=[CH:6][CH:7]=1. (2) Given the reactants [CH3:1][S:2][C:3](=[NH:5])[NH2:4].[OH-].[Na+].[CH3:8][C:9]([O:12][C:13](O[C:13]([O:12][C:9]([CH3:11])([CH3:10])[CH3:8])=[O:14])=[O:14])([CH3:11])[CH3:10].O, predict the reaction product. The product is: [C:13]([NH:5][C:3](=[NH:4])[S:2][CH3:1])([O:12][C:9]([CH3:11])([CH3:10])[CH3:8])=[O:14]. (3) Given the reactants [Br:1][C:2]1[CH:7]=[C:6]([F:8])[CH:5]=[CH:4][C:3]=1[OH:9].C(=O)([O-])[O-].[K+].[K+].[CH3:16][O:17][CH2:18][CH2:19]Br, predict the reaction product. The product is: [Br:1][C:2]1[CH:7]=[C:6]([F:8])[CH:5]=[CH:4][C:3]=1[O:9][CH2:19][CH2:18][O:17][CH3:16]. (4) The product is: [NH2:1][C:2]1[N:7]=[C:6]([N:8]2[CH2:13][CH2:12][O:11][CH2:10][CH:9]2[C:14]([NH2:16])=[O:15])[CH:5]=[C:4]([C:23]2[CH:24]=[CH:25][C:20]([C:18]#[N:19])=[C:21]([F:29])[CH:22]=2)[N:3]=1. Given the reactants [NH2:1][C:2]1[N:7]=[C:6]([N:8]2[CH2:13][CH2:12][O:11][CH2:10][CH:9]2[C:14]([NH2:16])=[O:15])[CH:5]=[C:4](Cl)[N:3]=1.[C:18]([C:20]1[CH:25]=[CH:24][C:23](B(O)O)=[CH:22][C:21]=1[F:29])#[N:19], predict the reaction product. (5) Given the reactants Cl.[CH3:2][N:3]([CH3:8])[CH2:4][CH2:5][O:6][NH2:7].[N:9]1[CH:14]=[CH:13][CH:12]=[C:11]([C:15]2[CH:16]=[C:17]([C:21]3[N:25]4[CH:26]=[CH:27][C:28]([CH:30]=O)=[CH:29][C:24]4=[N:23][CH:22]=3)[CH:18]=[CH:19][CH:20]=2)[CH:10]=1, predict the reaction product. The product is: [CH3:2][N:3]([CH3:8])[CH2:4][CH2:5][O:6][N:7]=[CH:30][C:28]1[CH:27]=[CH:26][N:25]2[C:21]([C:17]3[CH:18]=[CH:19][CH:20]=[C:15]([C:11]4[CH:10]=[N:9][CH:14]=[CH:13][CH:12]=4)[CH:16]=3)=[CH:22][N:23]=[C:24]2[CH:29]=1. (6) Given the reactants [F:1][C:2]1[CH:7]=[CH:6][CH:5]=[CH:4][C:3]=1[C@@:8]1([NH:19][C:20]([NH:22][C:23](=[O:30])[C:24]2[CH:29]=[CH:28][CH:27]=[CH:26][CH:25]=2)=[S:21])[C@H:12]([CH2:13]O)[C@@H:11]([C:15]([F:18])([F:17])[F:16])[O:10][CH2:9]1.N1C=CC=CC=1.FC(F)(F)S(OS(C(F)(F)F)(=O)=O)(=O)=O.[NH4+].[Cl-], predict the reaction product. The product is: [F:1][C:2]1[CH:7]=[CH:6][CH:5]=[CH:4][C:3]=1[C@:8]12[CH2:9][O:10][C@H:11]([C:15]([F:16])([F:17])[F:18])[C@H:12]1[CH2:13][S:21][C:20]([NH:22][C:23](=[O:30])[C:24]1[CH:29]=[CH:28][CH:27]=[CH:26][CH:25]=1)=[N:19]2. (7) Given the reactants Br[C:2]1[CH:3]=[C:4]2[C:8](=[CH:9][CH:10]=1)[NH:7][C:6]([C:11]1[CH:16]=[CH:15][C:14]([F:17])=[CH:13][CH:12]=1)=[C:5]2[C:18]([NH:20][CH3:21])=[O:19].B([C:25]1[CH:26]=[C:27]([CH:31]=[CH:32][CH:33]=1)[C:28]([OH:30])=[O:29])(O)O.C([O-])([O-])=O.[Cs+].[Cs+].Cl, predict the reaction product. The product is: [F:17][C:14]1[CH:15]=[CH:16][C:11]([C:6]2[NH:7][C:8]3[C:4]([C:5]=2[C:18](=[O:19])[NH:20][CH3:21])=[CH:3][C:2]([C:25]2[CH:26]=[C:27]([CH:31]=[CH:32][CH:33]=2)[C:28]([OH:30])=[O:29])=[CH:10][CH:9]=3)=[CH:12][CH:13]=1.